From a dataset of M1 muscarinic receptor antagonist screen with 61,756 compounds. Binary Classification. Given a drug SMILES string, predict its activity (active/inactive) in a high-throughput screening assay against a specified biological target. (1) The molecule is O=C(N(C(C)(C)C)Cc1cc2c([nH]c1=O)ccc(OC)c2)c1ccncc1. The result is 0 (inactive). (2) The molecule is s1c(nn2c1nnc2)c1cc(OCC)c(OCC)c(OCC)c1. The result is 0 (inactive).